Dataset: Forward reaction prediction with 1.9M reactions from USPTO patents (1976-2016). Task: Predict the product of the given reaction. (1) Given the reactants Br[C:2]1[CH:11]=[CH:10][C:9]2[N:8]=[C:7]([NH2:12])[C:6]3[N:13]=[C:14]([CH2:16][CH2:17][CH3:18])[S:15][C:5]=3[C:4]=2[CH:3]=1.[CH3:19][S:20]([C:23]1[CH:24]=[C:25](B(O)O)[CH:26]=[CH:27][CH:28]=1)(=[O:22])=[O:21], predict the reaction product. The product is: [CH3:19][S:20]([C:23]1[CH:28]=[C:27]([C:2]2[CH:11]=[CH:10][C:9]3[N:8]=[C:7]([NH2:12])[C:6]4[N:13]=[C:14]([CH2:16][CH2:17][CH3:18])[S:15][C:5]=4[C:4]=3[CH:3]=2)[CH:26]=[CH:25][CH:24]=1)(=[O:22])=[O:21]. (2) The product is: [S:15]1[CH2:20][CH2:19][CH2:18][S:16][C:14]1=[C:3]([C:2](=[O:7])[CH3:1])[C:4](=[O:6])[CH3:5]. Given the reactants [CH3:1][C:2](=[O:7])[CH2:3][C:4](=[O:6])[CH3:5].C(=O)([O-])[O-].[K+].[K+].[C:14](=[S:16])=[S:15].Br[CH2:18][CH2:19][CH2:20]Br, predict the reaction product.